This data is from Full USPTO retrosynthesis dataset with 1.9M reactions from patents (1976-2016). The task is: Predict the reactants needed to synthesize the given product. (1) Given the product [O:12]1[CH2:16][CH2:15][CH:14]([CH2:17][NH:18][C:19]([C:21]2[C:25]([Br:36])=[C:24]([CH2:26][O:27][CH2:28][C:29]3[CH:34]=[CH:33][CH:32]=[CH:31][C:30]=3[F:35])[O:23][N:22]=2)=[O:20])[CH2:13]1, predict the reactants needed to synthesize it. The reactants are: CCCCCC.C([Li])CCC.[O:12]1[CH2:16][CH2:15][CH:14]([CH2:17][NH:18][C:19]([C:21]2[CH:25]=[C:24]([CH2:26][O:27][CH2:28][C:29]3[CH:34]=[CH:33][CH:32]=[CH:31][C:30]=3[F:35])[O:23][N:22]=2)=[O:20])[CH2:13]1.[Br:36]C(Cl)(Cl)Cl.Cl. (2) The reactants are: [F:1][C:2]1[CH:7]=[C:6]([F:8])[CH:5]=[CH:4][C:3]=1[N:9]=[C:10]=[S:11].[H-].[Na+].[Cl:14][C:15]1[CH:20]=[C:19]([Cl:21])[CH:18]=[CH:17][C:16]=1[CH2:22][C:23](=[O:25])[CH3:24].O. Given the product [C:23]([CH:22]([C:16]1[CH:17]=[CH:18][C:19]([Cl:21])=[CH:20][C:15]=1[Cl:14])[C:10](=[S:11])[NH:9][C:3]1[CH:4]=[CH:5][C:6]([F:8])=[CH:7][C:2]=1[F:1])(=[O:25])[CH3:24], predict the reactants needed to synthesize it.